Dataset: Forward reaction prediction with 1.9M reactions from USPTO patents (1976-2016). Task: Predict the product of the given reaction. Given the reactants [Cl:1][C:2]1[CH:7]=[C:6]([CH:8]=[O:9])[CH:5]=[CH:4][N:3]=1.[OH-].[K+].[N+:12]([CH2:14][C:15]([N:17]1[CH2:21][CH:20]=[CH:19][CH2:18]1)=[O:16])#[C-:13], predict the reaction product. The product is: [Cl:1][C:2]1[CH:7]=[C:6]([C@@H:8]2[O:9][CH:13]=[N:12][C@H:14]2[C:15]([N:17]2[CH2:21][CH:20]=[CH:19][CH2:18]2)=[O:16])[CH:5]=[CH:4][N:3]=1.